From a dataset of NCI-60 drug combinations with 297,098 pairs across 59 cell lines. Regression. Given two drug SMILES strings and cell line genomic features, predict the synergy score measuring deviation from expected non-interaction effect. Drug 1: C1CC(=O)NC(=O)C1N2CC3=C(C2=O)C=CC=C3N. Drug 2: CN1C2=C(C=C(C=C2)N(CCCl)CCCl)N=C1CCCC(=O)O.Cl. Cell line: MALME-3M. Synergy scores: CSS=6.39, Synergy_ZIP=-2.40, Synergy_Bliss=-0.899, Synergy_Loewe=-4.98, Synergy_HSA=-1.93.